Dataset: Reaction yield outcomes from USPTO patents with 853,638 reactions. Task: Predict the reaction yield, written as a fraction of the theoretical maximum amount of product (1.0 means a 100% yield; for example, 0.34 means a 34% yield). (1) The reactants are [C:1]([O:7][C:8]([CH3:11])([CH3:10])[CH3:9])(=[O:6])[CH2:2][C:3]([CH3:5])=O.[F:12][C:13]1[CH:20]=[CH:19][C:18]([Br:21])=[CH:17][C:14]=1[CH:15]=O.[NH4+:22].[OH-:23]. The catalyst is CCO.C(Cl)Cl. The product is [Br:21][C:18]1[CH:19]=[CH:20][C:13]([F:12])=[C:14]([CH:15]2[C:2]([C:1]([O:7][C:8]([CH3:11])([CH3:10])[CH3:9])=[O:6])=[C:3]([CH3:5])[NH:22][C:3]([CH3:5])=[C:2]2[C:1]([O:7][C:8]([CH3:11])([CH3:10])[CH3:9])=[O:23])[CH:17]=1. The yield is 0.0200. (2) The reactants are [CH2:1]([C:4]1[N:8]([CH2:9][C:10]2[CH:11]=[N:12][C:13]([C:16]3[CH:21]=[CH:20][CH:19]=[CH:18][C:17]=3[C:22]3[NH:26][N:25]=[N:24][N:23]=3)=[CH:14][CH:15]=2)[N:7]=[C:6]([C:27](O)=[O:28])[CH:5]=1)[CH2:2][CH3:3].CN(C(ON1N=NC2C=CC=NC1=2)=[N+](C)C)C.F[P-](F)(F)(F)(F)F.CCN(C(C)C)C(C)C.CN(C=O)C.[NH2:68][C@H:69]([CH2:74][C:75]1[CH:80]=[CH:79][CH:78]=[CH:77][C:76]=1[C:81]([F:84])([F:83])[F:82])[CH2:70][C:71]([OH:73])=[O:72].Cl. No catalyst specified. The product is [CH2:1]([C:4]1[N:8]([CH2:9][C:10]2[CH:11]=[N:12][C:13]([C:16]3[CH:21]=[CH:20][CH:19]=[CH:18][C:17]=3[C:22]3[NH:23][N:24]=[N:25][N:26]=3)=[CH:14][CH:15]=2)[N:7]=[C:6]([C:27]([NH:68][C@H:69]([CH2:74][C:75]2[CH:80]=[CH:79][CH:78]=[CH:77][C:76]=2[C:81]([F:82])([F:83])[F:84])[CH2:70][C:71]([OH:73])=[O:72])=[O:28])[CH:5]=1)[CH2:2][CH3:3]. The yield is 1.00. (3) The reactants are [Cl-].O[NH3+:3].[C:4](=[O:7])([O-])[OH:5].[Na+].CS(C)=O.[CH3:13][C:14]1[N:49]=[C:17]2[N:18]([CH2:41][C:42]3[CH:47]=[CH:46][C:45]([F:48])=[CH:44][CH:43]=3)[C:19](=[O:40])[C:20]([CH2:25][C:26]3[CH:31]=[CH:30][C:29]([C:32]4[C:33]([C:38]#[N:39])=[CH:34][CH:35]=[CH:36][CH:37]=4)=[CH:28][CH:27]=3)=[C:21]([CH2:22][CH2:23][CH3:24])[N:16]2[N:15]=1. The catalyst is C(OCC)(=O)C. The yield is 0.410. The product is [F:48][C:45]1[CH:46]=[CH:47][C:42]([CH2:41][N:18]2[C:19](=[O:40])[C:20]([CH2:25][C:26]3[CH:27]=[CH:28][C:29]([C:32]4[CH:37]=[CH:36][CH:35]=[CH:34][C:33]=4[C:38]4[NH:3][C:4](=[O:7])[O:5][N:39]=4)=[CH:30][CH:31]=3)=[C:21]([CH2:22][CH2:23][CH3:24])[N:16]3[N:15]=[C:14]([CH3:13])[N:49]=[C:17]23)=[CH:43][CH:44]=1.